Predict the reaction yield, written as a fraction of the theoretical maximum amount of product (1.0 means a 100% yield; for example, 0.34 means a 34% yield). From a dataset of Reaction yield outcomes from USPTO patents with 853,638 reactions. The reactants are [F:1][C:2]1[C:7]2[O:8][CH2:9][C:10]3[C:15]([C:6]=2[CH:5]=[CH:4][C:3]=1[OH:20])=[CH:14][C:13]([NH:16][C:17](=[O:19])[CH3:18])=[N:12][CH:11]=3.C(O)(C(F)(F)F)=O.C(=O)([O-])[O-].[K+].[K+].CS(O[CH2:39][C@@H:40]([NH:45][C:46]([O:48][C:49]([CH3:52])([CH3:51])[CH3:50])=[O:47])[CH2:41][CH:42]([CH3:44])[CH3:43])(=O)=O. The catalyst is CN(C=O)C.O. The product is [C:17]([NH:16][C:13]1[CH:14]=[C:15]2[C:6]3[CH:5]=[CH:4][C:3]([O:20][CH2:39][C@@H:40]([NH:45][C:46](=[O:47])[O:48][C:49]([CH3:50])([CH3:51])[CH3:52])[CH2:41][CH:42]([CH3:43])[CH3:44])=[C:2]([F:1])[C:7]=3[O:8][CH2:9][C:10]2=[CH:11][N:12]=1)(=[O:19])[CH3:18]. The yield is 0.370.